From a dataset of Reaction yield outcomes from USPTO patents with 853,638 reactions. Predict the reaction yield, written as a fraction of the theoretical maximum amount of product (1.0 means a 100% yield; for example, 0.34 means a 34% yield). The reactants are C([O:4][CH2:5][C:6]([CH3:44])([CH3:43])[CH2:7][N:8]1[C:14]2[CH:15]=[CH:16][C:17]([Cl:19])=[CH:18][C:13]=2[C@@H:12]([C:20]2[CH:25]=[CH:24][CH:23]=[C:22]([O:26][CH3:27])[C:21]=2[O:28][CH3:29])[O:11][C@H:10]([CH2:30][C:31]2[S:32][C:33]([CH2:36][C:37]([O:39]CC)=[O:38])=[CH:34][N:35]=2)[C:9]1=[O:42])(=O)C.[OH-].[Na+].C(O)C. The catalyst is O. The product is [Cl:19][C:17]1[CH:16]=[CH:15][C:14]2[N:8]([CH2:7][C:6]([CH3:43])([CH3:44])[CH2:5][OH:4])[C:9](=[O:42])[C@@H:10]([CH2:30][C:31]3[S:32][C:33]([CH2:36][C:37]([OH:39])=[O:38])=[CH:34][N:35]=3)[O:11][C@H:12]([C:20]3[CH:25]=[CH:24][CH:23]=[C:22]([O:26][CH3:27])[C:21]=3[O:28][CH3:29])[C:13]=2[CH:18]=1. The yield is 0.860.